Dataset: Forward reaction prediction with 1.9M reactions from USPTO patents (1976-2016). Task: Predict the product of the given reaction. The product is: [Br:1][C:2]1[C:3]([CH3:11])=[CH:4][C:5]([S:14]([CH2:18][CH3:19])(=[O:16])=[O:13])=[N:6][CH:7]=1. Given the reactants [Br:1][C:2]1[C:3]([CH3:11])=[CH:4][C:5](SCC)=[N:6][CH:7]=1.O[O:13][S:14]([O-:16])=O.[K+].[CH2:18]1COC[CH2:19]1, predict the reaction product.